This data is from NCI-60 drug combinations with 297,098 pairs across 59 cell lines. The task is: Regression. Given two drug SMILES strings and cell line genomic features, predict the synergy score measuring deviation from expected non-interaction effect. (1) Drug 1: CS(=O)(=O)CCNCC1=CC=C(O1)C2=CC3=C(C=C2)N=CN=C3NC4=CC(=C(C=C4)OCC5=CC(=CC=C5)F)Cl. Drug 2: CN(CCCl)CCCl.Cl. Cell line: SW-620. Synergy scores: CSS=40.2, Synergy_ZIP=-11.1, Synergy_Bliss=-3.21, Synergy_Loewe=0.105, Synergy_HSA=0.403. (2) Drug 1: C1CCN(CC1)CCOC2=CC=C(C=C2)C(=O)C3=C(SC4=C3C=CC(=C4)O)C5=CC=C(C=C5)O. Drug 2: C1=CC(=CC=C1C#N)C(C2=CC=C(C=C2)C#N)N3C=NC=N3. Cell line: SK-MEL-5. Synergy scores: CSS=1.20, Synergy_ZIP=4.55, Synergy_Bliss=8.44, Synergy_Loewe=2.55, Synergy_HSA=1.43.